From a dataset of Full USPTO retrosynthesis dataset with 1.9M reactions from patents (1976-2016). Predict the reactants needed to synthesize the given product. (1) Given the product [Br:12][CH2:11][C:1]1[CH:2]=[C:3]([CH2:7][C:8]([OH:10])=[O:9])[CH:4]=[CH:5][CH:6]=1, predict the reactants needed to synthesize it. The reactants are: [C:1]1([CH3:11])[CH:6]=[CH:5][CH:4]=[C:3]([CH2:7][C:8]([OH:10])=[O:9])[CH:2]=1.[Br:12]N1C(=O)CCC1=O. (2) Given the product [NH2:4]/[C:2](=[N:3]\[C:36](=[O:37])[O:38][CH2:39][CH3:40])/[C:5]1[CH:10]=[CH:9][C:8]([CH2:11][NH:12][C:13]([C:15]2[CH:19]=[C:18]([CH3:20])[N:17]([C:21]3[CH:22]=[CH:23][C:24]([F:27])=[CH:25][CH:26]=3)[C:16]=2[CH3:28])=[O:14])=[CH:7][CH:6]=1, predict the reactants needed to synthesize it. The reactants are: Cl.[C:2]([C:5]1[CH:10]=[CH:9][C:8]([CH2:11][NH:12][C:13]([C:15]2[CH:19]=[C:18]([CH3:20])[N:17]([C:21]3[CH:26]=[CH:25][C:24]([F:27])=[CH:23][CH:22]=3)[C:16]=2[CH3:28])=[O:14])=[CH:7][CH:6]=1)(=[NH:4])[NH2:3].C(=O)([O-])[O-].[K+].[K+].Cl[C:36]([O:38][CH2:39][CH3:40])=[O:37]. (3) Given the product [CH3:1][NH:2][S:3]([C:6]1[CH:7]=[CH:8][C:9]([C:12]2=[N:13][NH:14][C:15](=[O:17])/[C:16]/2=[C:19]2\[NH:18][C:27]3[C:22]([CH:21]=[CH:20]\2)=[CH:23][CH:24]=[CH:25][CH:26]=3)=[CH:10][CH:11]=1)(=[O:4])=[O:5], predict the reactants needed to synthesize it. The reactants are: [CH3:1][NH:2][S:3]([C:6]1[CH:11]=[CH:10][C:9]([C:12]2[CH2:16][C:15](=[O:17])[NH:14][N:13]=2)=[CH:8][CH:7]=1)(=[O:5])=[O:4].[N+:18]1([O-])[C:27]2[C:22](=[CH:23][CH:24]=[CH:25][CH:26]=2)[CH:21]=[CH:20][CH:19]=1. (4) Given the product [CH3:1][S:2]([O:6][C@H:7]1[CH2:12][CH2:11][N:10]([C:13]([O:15][C:16]([CH3:17])([CH3:18])[CH3:19])=[O:14])[C@@H:9]([C:20]([O:22][CH3:23])=[O:21])[CH2:8]1)(=[O:4])=[O:3], predict the reactants needed to synthesize it. The reactants are: [CH3:1][S:2](Cl)(=[O:4])=[O:3].[OH:6][C@H:7]1[CH2:12][CH2:11][N:10]([C:13]([O:15][C:16]([CH3:19])([CH3:18])[CH3:17])=[O:14])[C@@H:9]([C:20]([O:22][CH3:23])=[O:21])[CH2:8]1. (5) Given the product [OH:5][C:4]1[CH:3]=[C:2]([O:10][S:19]([C:13]2[CH:14]=[CH:15][CH:16]=[C:17]([Cl:18])[C:12]=2[Cl:11])(=[O:21])=[O:20])[CH:9]=[C:7]([CH3:8])[CH:6]=1, predict the reactants needed to synthesize it. The reactants are: O.[C:2]1([OH:10])[CH:9]=[C:7]([CH3:8])[CH:6]=[C:4]([OH:5])[CH:3]=1.[Cl:11][C:12]1[C:17]([Cl:18])=[CH:16][CH:15]=[CH:14][C:13]=1[S:19](Cl)(=[O:21])=[O:20]. (6) Given the product [CH2:20]([NH:1][CH2:2][CH2:3][C:4]1[CH:19]=[CH:18][C:7]([O:8][C:9]2[N:14]=[C:13]([C:15]([NH2:17])=[O:16])[CH:12]=[CH:11][CH:10]=2)=[CH:6][CH:5]=1)[C:21]1[CH:26]=[CH:25][CH:24]=[CH:23][CH:22]=1, predict the reactants needed to synthesize it. The reactants are: [NH2:1][CH2:2][CH2:3][C:4]1[CH:19]=[CH:18][C:7]([O:8][C:9]2[N:14]=[C:13]([C:15]([NH2:17])=[O:16])[CH:12]=[CH:11][CH:10]=2)=[CH:6][CH:5]=1.[CH:20](=O)[C:21]1[CH:26]=[CH:25][CH:24]=[CH:23][CH:22]=1.[BH4-].[Na+]. (7) Given the product [CH2:21]([C:22]1[N:6]([CH:7]2[CH2:12][CH2:11][C:10](=[O:13])[NH:9][C:8]2=[O:14])[C:4](=[O:5])[C:3]2[C:2](=[CH:18][CH:17]=[CH:16][C:15]=2[CH3:19])[N:1]=1)[CH2:20][CH2:25][CH3:24], predict the reactants needed to synthesize it. The reactants are: [NH2:1][C:2]1[CH:18]=[CH:17][CH:16]=[C:15]([CH3:19])[C:3]=1[C:4]([NH:6][CH:7]1[CH2:12][CH2:11][C:10](=[O:13])[NH:9][C:8]1=[O:14])=[O:5].[C:20]1(C)[CH:25]=[CH:24]C(S(O)(=O)=O)=[CH:22][CH:21]=1. (8) Given the product [CH3:8][C:4]1[CH:5]=[CH:6][CH:7]=[C:2]([CH3:1])[C:3]=1[N:9]=[C:10]([S:11][CH3:13])[NH2:12], predict the reactants needed to synthesize it. The reactants are: [CH3:1][C:2]1[CH:7]=[CH:6][CH:5]=[C:4]([CH3:8])[C:3]=1[NH:9][C:10]([NH2:12])=[S:11].[CH3:13]I. (9) The reactants are: [C:1]1([S:7]([CH2:10][C:11]2[C:16]([C:17]([O:19][C:20]([CH3:23])([CH3:22])[CH3:21])=[O:18])=[C:15]([OH:24])[C:14](Br)=[CH:13][CH:12]=2)(=[O:9])=[O:8])[CH:6]=[CH:5][CH:4]=[CH:3][CH:2]=1.[CH:26]([C:28]1[O:29][CH:30]=[CH:31][C:32]=1B1OC(C)(C)C(C)(C)O1)=[O:27]. Given the product [C:1]1([S:7]([CH2:10][C:11]2[C:16]([C:17]([O:19][C:20]([CH3:23])([CH3:22])[CH3:21])=[O:18])=[C:15]([OH:24])[C:14]([C:32]3[CH:31]=[CH:30][O:29][C:28]=3[CH:26]=[O:27])=[CH:13][CH:12]=2)(=[O:9])=[O:8])[CH:6]=[CH:5][CH:4]=[CH:3][CH:2]=1, predict the reactants needed to synthesize it. (10) Given the product [Br:1][C:2]1[CH:3]=[N:4][C:5]([N:14]2[CH2:13][CH2:12][C:11]([F:10])([C:17]([O:19][CH2:20][CH3:21])=[O:18])[CH2:16][CH2:15]2)=[N:6][CH:7]=1, predict the reactants needed to synthesize it. The reactants are: [Br:1][C:2]1[CH:3]=[N:4][C:5](Cl)=[N:6][CH:7]=1.Cl.[F:10][C:11]1([C:17]([O:19][CH2:20][CH3:21])=[O:18])[CH2:16][CH2:15][NH:14][CH2:13][CH2:12]1.C(=O)([O-])[O-].[Cs+].[Cs+].